Dataset: Full USPTO retrosynthesis dataset with 1.9M reactions from patents (1976-2016). Task: Predict the reactants needed to synthesize the given product. Given the product [CH3:1][C@H:2]1[CH2:6][CH2:5][CH2:4][N:3]1[C:7]1[C:8]([C:21]2[CH:26]=[CH:25][CH:24]=[CH:23][CH:22]=2)=[N:9][C:10]2[C:15]([N:16]=1)=[CH:14][C:13]([C:17]([OH:19])=[O:18])=[CH:12][CH:11]=2, predict the reactants needed to synthesize it. The reactants are: [CH3:1][C@@H:2]1[CH2:6][CH2:5][CH2:4][N:3]1[C:7]1[C:8]([C:21]2[CH:26]=[CH:25][CH:24]=[CH:23][CH:22]=2)=[N:9][C:10]2[C:15]([N:16]=1)=[CH:14][C:13]([C:17]([O:19]C)=[O:18])=[CH:12][CH:11]=2.[OH-].[Na+].